Dataset: Forward reaction prediction with 1.9M reactions from USPTO patents (1976-2016). Task: Predict the product of the given reaction. (1) Given the reactants [C:1]([O:5][C:6](=[O:21])[CH2:7][C@@H:8]([CH2:12][CH2:13][CH2:14][CH:15]1[CH2:20][CH2:19][CH2:18][CH2:17][CH2:16]1)[C:9]([OH:11])=[O:10])([CH3:4])([CH3:3])[CH3:2].O/[N:23]=[C:24](\[NH2:32])/[CH2:25][CH2:26][NH:27][S:28]([CH3:31])(=[O:30])=[O:29], predict the reaction product. The product is: [NH2:32]/[C:24](=[N:23]\[O:10][C:9](=[O:11])[C@H:8]([CH2:12][CH2:13][CH2:14][CH:15]1[CH2:16][CH2:17][CH2:18][CH2:19][CH2:20]1)[CH2:7][C:6]([O:5][C:1]([CH3:4])([CH3:2])[CH3:3])=[O:21])/[CH2:25][CH2:26][NH:27][S:28](=[O:30])(=[O:29])[CH3:31]. (2) Given the reactants [C:1]([O:9][CH2:10][CH3:11])(=[O:8])[CH2:2][C:3]([O:5][CH2:6][CH3:7])=[O:4].CC(C)([O-])C.[K+].Br[C:19]1[CH:24]=[CH:23][C:22]([N+:25]([O-:27])=[O:26])=[CH:21][CH:20]=1, predict the reaction product. The product is: [CH2:10]([O:9][C:1](=[O:8])[CH:2]([C:19]1[CH:24]=[CH:23][C:22]([N+:25]([O-:27])=[O:26])=[CH:21][CH:20]=1)[C:3]([O:5][CH2:6][CH3:7])=[O:4])[CH3:11]. (3) Given the reactants [N:1]1([C:7]2[CH:8]=[CH:9][C:10]3[N:11]([C:13]([C:16]([F:19])([F:18])[F:17])=[N:14][N:15]=3)[N:12]=2)[CH2:6][CH2:5][NH:4][CH2:3][CH2:2]1.[S:20]1[CH:24]=[CH:23][C:22]([CH:25]=O)=[CH:21]1, predict the reaction product. The product is: [S:20]1[CH:24]=[CH:23][C:22]([CH2:25][N:4]2[CH2:3][CH2:2][N:1]([C:7]3[CH:8]=[CH:9][C:10]4[N:11]([C:13]([C:16]([F:17])([F:18])[F:19])=[N:14][N:15]=4)[N:12]=3)[CH2:6][CH2:5]2)=[CH:21]1. (4) Given the reactants C(OP([CH:9]([CH3:15])[C:10]([O:12][CH2:13][CH3:14])=[O:11])(OCC)=O)C.[H-].[Na+].[F:18][C:19]1[CH:20]=[C:21]([NH:25][C@:26]2([CH:44]=O)[CH2:31][CH2:30][N:29]([CH2:32][C:33]3[CH:38]=[CH:37][CH:36]=[C:35]([O:39][CH:40]([CH3:42])[CH3:41])[CH:34]=3)[C@@H:28]([CH3:43])[CH2:27]2)[CH:22]=[CH:23][CH:24]=1.O, predict the reaction product. The product is: [F:18][C:19]1[CH:20]=[C:21]([NH:25][C@:26]2([CH:44]=[C:9]([CH3:15])[C:10]([O:12][CH2:13][CH3:14])=[O:11])[CH2:31][CH2:30][N:29]([CH2:32][C:33]3[CH:38]=[CH:37][CH:36]=[C:35]([O:39][CH:40]([CH3:41])[CH3:42])[CH:34]=3)[C@@H:28]([CH3:43])[CH2:27]2)[CH:22]=[CH:23][CH:24]=1. (5) Given the reactants [OH:1][CH2:2][CH2:3][N:4]1[C:8]([CH2:9]O)=[C:7]([C:11]2[C:20]3[C:15](=[CH:16][CH:17]=[CH:18][CH:19]=3)[N:14]=[CH:13][CH:12]=2)[C:6]([C:21]2[CH:26]=[CH:25][CH:24]=[CH:23][N:22]=2)=[N:5]1.[H-].[Na+].CS(Cl)(=O)=O, predict the reaction product. The product is: [N:22]1[CH:23]=[CH:24][CH:25]=[CH:26][C:21]=1[C:6]1[C:7]([C:11]2[C:20]3[C:15](=[CH:16][CH:17]=[CH:18][CH:19]=3)[N:14]=[CH:13][CH:12]=2)=[C:8]2[CH2:9][O:1][CH2:2][CH2:3][N:4]2[N:5]=1. (6) Given the reactants Cl.[CH3:2][O:3][C:4](=[O:26])[C@H:5]([CH2:22][CH:23]([CH3:25])[CH3:24])[NH:6][C:7](=[O:21])[C:8]1[CH:13]=[CH:12][C:11]([NH2:14])=[CH:10][C:9]=1[C:15]1[CH:20]=[CH:19][CH:18]=[CH:17][CH:16]=1.[NH:27]1[CH:31]=[CH:30][N:29]=[C:28]1[CH:32]=O.CC(C[C@H](NC(C1C=CC(NCC2NC=NC=2)=CC=1C1C=CC=CC=1)=O)C(O)=O)C, predict the reaction product. The product is: [CH3:2][O:3][C:4](=[O:26])[C@H:5]([CH2:22][CH:23]([CH3:24])[CH3:25])[NH:6][C:7](=[O:21])[C:8]1[CH:13]=[CH:12][C:11]([NH:14][CH2:32][C:28]2[NH:27][CH:31]=[CH:30][N:29]=2)=[CH:10][C:9]=1[C:15]1[CH:20]=[CH:19][CH:18]=[CH:17][CH:16]=1.